This data is from Catalyst prediction with 721,799 reactions and 888 catalyst types from USPTO. The task is: Predict which catalyst facilitates the given reaction. (1) Reactant: [F:1][C:2]([F:28])([F:27])[C:3]1[CH:8]=[CH:7][C:6]([C:9]2[C:10]([C:15]([NH:17][C:18]3[CH:19]=[C:20]([C:24](O)=[O:25])[N:21]([CH3:23])[CH:22]=3)=[O:16])=[CH:11][CH:12]=[CH:13][CH:14]=2)=[CH:5][CH:4]=1.[N:29]1([CH:34]2[CH2:39][CH2:38][N:37]([C:40]3[CH:47]=[CH:46][C:43]([CH2:44][NH2:45])=[CH:42][CH:41]=3)[CH2:36][CH2:35]2)[CH2:33][CH2:32][CH2:31][CH2:30]1.CN(C(ON1N=NC2C=CC=CC1=2)=[N+](C)C)C.[B-](F)(F)(F)F.C(N(CC)CC)C. Product: [N:29]1([CH:34]2[CH2:39][CH2:38][N:37]([C:40]3[CH:41]=[CH:42][C:43]([CH2:44][NH:45][C:24]([C:20]4[N:21]([CH3:23])[CH:22]=[C:18]([NH:17][C:15]([C:10]5[C:9]([C:6]6[CH:5]=[CH:4][C:3]([C:2]([F:1])([F:27])[F:28])=[CH:8][CH:7]=6)=[CH:14][CH:13]=[CH:12][CH:11]=5)=[O:16])[CH:19]=4)=[O:25])=[CH:46][CH:47]=3)[CH2:36][CH2:35]2)[CH2:30][CH2:31][CH2:32][CH2:33]1. The catalyst class is: 7. (2) Reactant: [Br:1][C:2]1[CH:3]=[CH:4][C:5]([OH:13])=[C:6]([CH2:8][C:9]([O:11][CH3:12])=[O:10])[CH:7]=1.N1C=CN=C1.[CH3:19][C:20]([Si:23](Cl)([CH3:25])[CH3:24])([CH3:22])[CH3:21]. Product: [Br:1][C:2]1[CH:3]=[CH:4][C:5]([O:13][Si:23]([C:20]([CH3:22])([CH3:21])[CH3:19])([CH3:25])[CH3:24])=[C:6]([CH2:8][C:9]([O:11][CH3:12])=[O:10])[CH:7]=1. The catalyst class is: 4. (3) Reactant: Cl[C:2]1[C:7]([F:8])=[C:6](Cl)[N:5]=[C:4]([CH3:10])[N:3]=1.[S:11]1[CH:15]=[CH:14][N:13]=[C:12]1[CH2:16][NH2:17].C(N(CC)CC)C.[NH2:25][NH2:26]. Product: [F:8][C:7]1[C:2]([NH:25][NH2:26])=[N:3][C:4]([CH3:10])=[N:5][C:6]=1[NH:17][CH2:16][C:12]1[S:11][CH:15]=[CH:14][N:13]=1. The catalyst class is: 16.